From a dataset of Forward reaction prediction with 1.9M reactions from USPTO patents (1976-2016). Predict the product of the given reaction. Given the reactants [CH3:1][C:2]([CH3:9])([CH3:8])[C:3](=O)[CH2:4][C:5]#[N:6].[OH:10][CH2:11][CH2:12][NH:13][NH2:14], predict the reaction product. The product is: [NH2:6][C:5]1[N:13]([CH2:12][CH2:11][OH:10])[N:14]=[C:3]([C:2]([CH3:9])([CH3:8])[CH3:1])[CH:4]=1.